Dataset: Catalyst prediction with 721,799 reactions and 888 catalyst types from USPTO. Task: Predict which catalyst facilitates the given reaction. (1) Reactant: [CH2:1]([O:3][C:4](=[O:7])[CH2:5]Br)[CH3:2].[CH2:8]([O:15][C:16]1[CH:21]=[CH:20][C:19]([OH:22])=[CH:18][CH:17]=1)[C:9]1[CH:14]=[CH:13][CH:12]=[CH:11][CH:10]=1.C([O-])([O-])=O.[K+].[K+]. Product: [CH2:1]([O:3][C:4](=[O:7])[CH2:5][O:22][C:19]1[CH:18]=[CH:17][C:16]([O:15][CH2:8][C:9]2[CH:10]=[CH:11][CH:12]=[CH:13][CH:14]=2)=[CH:21][CH:20]=1)[CH3:2]. The catalyst class is: 3. (2) Product: [C:36]([N:17]1[CH2:18][CH2:19][CH2:20][CH:15]([C:7]2[N:8]([CH3:14])[C:9](=[O:13])[C:10]3[C:5]([C:6]=2[C:21]2[CH:22]=[CH:23][CH:24]=[CH:25][CH:26]=2)=[CH:4][C:3]([O:2][CH3:1])=[CH:12][CH:11]=3)[CH2:16]1)(=[O:38])[CH3:37]. The catalyst class is: 4. Reactant: [CH3:1][O:2][C:3]1[CH:4]=[C:5]2[C:10](=[CH:11][CH:12]=1)[C:9](=[O:13])[N:8]([CH3:14])[C:7]([CH:15]1[CH2:20][CH2:19][CH2:18][NH:17][CH2:16]1)=[C:6]2[C:21]1[CH:26]=[CH:25][CH:24]=[CH:23][CH:22]=1.C(N(CC)C(C)C)(C)C.[C:36](Cl)(=[O:38])[CH3:37].C(=O)(O)[O-].[Na+]. (3) Reactant: ClC1C=CC(Cl)=CC=1SCC(O)=O.[F:14][C:15]1[CH:20]=[CH:19][C:18]([SH:21])=[CH:17][CH:16]=1.[OH-].[K+].Br[CH2:25][CH2:26][CH2:27][CH2:28][CH2:29][C:30]([O:32]CC)=[O:31]. Product: [F:14][C:15]1[CH:20]=[CH:19][C:18]([S:21][CH2:25][CH2:26][CH2:27][CH2:28][CH2:29][C:30]([OH:32])=[O:31])=[CH:17][CH:16]=1. The catalyst class is: 97. (4) Reactant: [Br:1][C:2]1[CH:7]=[CH:6][C:5]([C:8]([C:22]#[N:23])([CH3:21])[CH2:9]OS(C2C=CC(C)=CC=2)(=O)=O)=[CH:4][CH:3]=1.[H-].[Al+3].[Li+].[H-].[H-].[H-]. Product: [Br:1][C:2]1[CH:3]=[CH:4][C:5]([C:8]2([CH3:9])[CH2:21][NH:23][CH2:22]2)=[CH:6][CH:7]=1. The catalyst class is: 7. (5) Reactant: [N:1]1([CH:7]2[CH2:12][CH2:11][N:10]([C:13](=[O:54])[C@H:14]([NH:34][C:35]([N:37]3[CH2:42][CH2:41][CH:40]([N:43]4[CH2:52][C:51]5[C:46](=[CH:47][CH:48]=[CH:49][CH:50]=5)[NH:45][C:44]4=[O:53])[CH2:39][CH2:38]3)=[O:36])[CH2:15][C:16]3[CH:17]=[C:18]4[C:22](=[CH:23][CH:24]=3)[N:21](S(CC[Si](C)(C)C)(=O)=O)[N:20]=[CH:19]4)[CH2:9][CH2:8]2)[CH2:6][CH2:5][CH2:4][CH2:3][CH2:2]1.[F-].[Cs+]. Product: [N:1]1([CH:7]2[CH2:8][CH2:9][N:10]([C:13](=[O:54])[C@H:14]([NH:34][C:35]([N:37]3[CH2:38][CH2:39][CH:40]([N:43]4[CH2:52][C:51]5[C:46](=[CH:47][CH:48]=[CH:49][CH:50]=5)[NH:45][C:44]4=[O:53])[CH2:41][CH2:42]3)=[O:36])[CH2:15][C:16]3[CH:17]=[C:18]4[C:22](=[CH:23][CH:24]=3)[NH:21][N:20]=[CH:19]4)[CH2:11][CH2:12]2)[CH2:2][CH2:3][CH2:4][CH2:5][CH2:6]1. The catalyst class is: 10. (6) Reactant: [Cl:1][C:2]1[CH:3]=[C:4]([N:22]([C@H:25]2[C@H:29]([O:30][CH2:31][CH3:32])[CH2:28][O:27][CH2:26]2)[CH2:23][CH3:24])[C:5]([CH3:21])=[C:6]([CH:20]=1)[C:7]([NH:9][CH2:10][C:11]1[C:12]([CH3:19])=[N:13][N:14]([CH3:18])[C:15]=1[O:16]C)=[O:8]. Product: [Cl:1][C:2]1[CH:3]=[C:4]([N:22]([C@H:25]2[C@H:29]([O:30][CH2:31][CH3:32])[CH2:28][O:27][CH2:26]2)[CH2:23][CH3:24])[C:5]([CH3:21])=[C:6]([CH:20]=1)[C:7]([NH:9][CH2:10][C:11]1[C:15](=[O:16])[N:14]([CH3:18])[NH:13][C:12]=1[CH3:19])=[O:8]. The catalyst class is: 33. (7) Reactant: [Cl:1][C:2]1[CH:3]=[CH:4][C:5]([NH:8][C:9](=[O:37])[C:10]([NH:12][C@H:13]2[CH2:18][CH2:17][C@H:16]([C:19](=[O:23])[N:20]([CH3:22])[CH3:21])[CH2:15][C@H:14]2[NH:24][C:25]([C:27]2[S:28][C:29]3[CH2:30][N:31]([CH3:36])[CH2:32][CH2:33][C:34]=3[N:35]=2)=[O:26])=[O:11])=[N:6][CH:7]=1.[C:38]1([CH3:48])[CH:43]=[CH:42][C:41]([S:44]([OH:47])(=[O:46])=[O:45])=[CH:40][CH:39]=1. Product: [OH2:11].[C:38]1([CH3:48])[CH:39]=[CH:40][C:41]([S:44]([OH:47])(=[O:45])=[O:46])=[CH:42][CH:43]=1.[Cl:1][C:2]1[CH:3]=[CH:4][C:5]([NH:8][C:9](=[O:37])[C:10]([NH:12][C@H:13]2[CH2:18][CH2:17][C@H:16]([C:19](=[O:23])[N:20]([CH3:22])[CH3:21])[CH2:15][C@H:14]2[NH:24][C:25]([C:27]2[S:28][C:29]3[CH2:30][N:31]([CH3:36])[CH2:32][CH2:33][C:34]=3[N:35]=2)=[O:26])=[O:11])=[N:6][CH:7]=1. The catalyst class is: 8. (8) Reactant: [I:1][C:2]1[CH:10]=[CH:9][CH:8]=[CH:7][C:3]=1[C:4]([OH:6])=O.S(Cl)(Cl)=O.[CH2:15]([N:17]([CH2:21][CH3:22])[CH2:18][CH2:19][NH2:20])[CH3:16].[OH-].[Na+].IC1C=CC=CC=1C(Cl)=O. Product: [I:1][C:2]1[CH:10]=[CH:9][CH:8]=[CH:7][C:3]=1[C:4]([NH:20][CH2:19][CH2:18][N:17]([CH2:21][CH3:22])[CH2:15][CH3:16])=[O:6]. The catalyst class is: 451. (9) Reactant: [CH:1]1[C:11]2[CH2:10][CH2:9][C:8]3[CH:12]=[CH:13][CH:14]=[CH:15][C:7]=3[C:6](=[CH:16][CH2:17][O:18][C:19]3[CH:24]=[CH:23][C:22]([CH2:25][CH:26]([O:32][CH2:33][CH3:34])[C:27]([O:29]CC)=[O:28])=[CH:21][CH:20]=3)[C:5]=2[CH:4]=[CH:3][CH:2]=1.[OH-].[Na+]. Product: [CH:1]1[C:11]2[CH2:10][CH2:9][C:8]3[CH:12]=[CH:13][CH:14]=[CH:15][C:7]=3[C:6](=[CH:16][CH2:17][O:18][C:19]3[CH:20]=[CH:21][C:22]([CH2:25][CH:26]([O:32][CH2:33][CH3:34])[C:27]([OH:29])=[O:28])=[CH:23][CH:24]=3)[C:5]=2[CH:4]=[CH:3][CH:2]=1. The catalyst class is: 8. (10) Reactant: CN(C)C=O.[N+:6]([C:9]1[CH:16]=[CH:15][CH:14]=[CH:13][C:10]=1[CH2:11]Br)([O-:8])=[O:7].C(=O)(O)[O-].[Na+].[CH2:22]([O:24][C:25]([C:27]1[CH:36]=[CH:35][C:30]2[N:31]=[C:32]([CH3:34])[NH:33][C:29]=2[CH:28]=1)=[O:26])[CH3:23]. Product: [CH2:22]([O:24][C:25]([C:27]1[CH:36]=[CH:35][C:30]2[N:31]([CH2:11][C:10]3[CH:13]=[CH:14][CH:15]=[CH:16][C:9]=3[N+:6]([O-:8])=[O:7])[C:32]([CH3:34])=[N:33][C:29]=2[CH:28]=1)=[O:26])[CH3:23]. The catalyst class is: 69.